Dataset: Reaction yield outcomes from USPTO patents with 853,638 reactions. Task: Predict the reaction yield, written as a fraction of the theoretical maximum amount of product (1.0 means a 100% yield; for example, 0.34 means a 34% yield). The reactants are [NH2:1][C@@H:2]([CH:44]([CH3:46])[CH3:45])[C:3]([N:5]1[CH2:9][CH2:8][CH2:7][C@H:6]1[C:10]1[NH:11][C:12]([C:15]2[CH:20]=[CH:19][C:18]([C:21]3[CH:26]=[CH:25][C:24]([C:27]4[NH:31][C:30]([C@@H:32]5[CH2:36][CH2:35][CH2:34][N:33]5[C:37]([O:39][C:40]([CH3:43])([CH3:42])[CH3:41])=[O:38])=[N:29][CH:28]=4)=[CH:23][CH:22]=3)=[CH:17][CH:16]=2)=[CH:13][N:14]=1)=[O:4].Br[C:48]1[N:53]=[CH:52][CH:51]=[CH:50][N:49]=1.CCN(C(C)C)C(C)C. The catalyst is C1(C)C=CC=CC=1.CS(C)=O. The product is [CH3:45][CH:44]([CH3:46])[C@H:2]([NH:1][C:48]1[N:53]=[CH:52][CH:51]=[CH:50][N:49]=1)[C:3]([N:5]1[CH2:9][CH2:8][CH2:7][C@H:6]1[C:10]1[NH:11][C:12]([C:15]2[CH:20]=[CH:19][C:18]([C:21]3[CH:22]=[CH:23][C:24]([C:27]4[NH:31][C:30]([C@@H:32]5[CH2:36][CH2:35][CH2:34][N:33]5[C:37]([O:39][C:40]([CH3:41])([CH3:43])[CH3:42])=[O:38])=[N:29][CH:28]=4)=[CH:25][CH:26]=3)=[CH:17][CH:16]=2)=[CH:13][N:14]=1)=[O:4]. The yield is 0.740.